This data is from Forward reaction prediction with 1.9M reactions from USPTO patents (1976-2016). The task is: Predict the product of the given reaction. (1) Given the reactants [CH2:1]([Li])[CH2:2][CH2:3]C.[CH:6]1[C:18]2[CH:17]([C:19]([OH:21])=[O:20])[C:16]3[C:11](=[CH:12][CH:13]=[CH:14][CH:15]=3)[C:10]=2[CH:9]=[CH:8][CH:7]=1.C(Br)C=C.O, predict the reaction product. The product is: [CH2:3]([C:17]1([C:19]([OH:21])=[O:20])[C:18]2[CH:6]=[CH:7][CH:8]=[CH:9][C:10]=2[C:11]2[C:16]1=[CH:15][CH:14]=[CH:13][CH:12]=2)[CH:2]=[CH2:1]. (2) Given the reactants Cl[C:2](OCC(C)C)=[O:3].[CH:9]1[C:18]2[C:13](=[CH:14][CH:15]=[CH:16][CH:17]=2)[CH:12]=[N:11][N:10]=1.C(N(CC)CC)C.[BH4-].[Na+].Cl.C1C[O:32]CC1, predict the reaction product. The product is: [OH:3][CH2:2][C:9]1[C:18]2[C:13](=[CH:14][CH:15]=[CH:16][CH:17]=2)[C:12](=[O:32])[NH:11][N:10]=1.